This data is from Peptide-MHC class I binding affinity with 185,985 pairs from IEDB/IMGT. The task is: Regression. Given a peptide amino acid sequence and an MHC pseudo amino acid sequence, predict their binding affinity value. This is MHC class I binding data. The peptide sequence is FIDTIKSLDY. The MHC is HLA-A29:02 with pseudo-sequence HLA-A29:02. The binding affinity (normalized) is 0.424.